From a dataset of NCI-60 drug combinations with 297,098 pairs across 59 cell lines. Regression. Given two drug SMILES strings and cell line genomic features, predict the synergy score measuring deviation from expected non-interaction effect. (1) Drug 1: C1=CC(=CC=C1CCC2=CNC3=C2C(=O)NC(=N3)N)C(=O)NC(CCC(=O)O)C(=O)O. Drug 2: C1C(C(OC1N2C=NC(=NC2=O)N)CO)O. Cell line: ACHN. Synergy scores: CSS=29.4, Synergy_ZIP=-2.42, Synergy_Bliss=1.24, Synergy_Loewe=4.51, Synergy_HSA=6.41. (2) Drug 1: CN(CCCl)CCCl.Cl. Drug 2: C(CN)CNCCSP(=O)(O)O. Cell line: SK-OV-3. Synergy scores: CSS=-1.08, Synergy_ZIP=-0.130, Synergy_Bliss=-1.61, Synergy_Loewe=-3.59, Synergy_HSA=-3.98. (3) Drug 1: CC1=C(C=C(C=C1)NC(=O)C2=CC=C(C=C2)CN3CCN(CC3)C)NC4=NC=CC(=N4)C5=CN=CC=C5. Drug 2: CS(=O)(=O)CCNCC1=CC=C(O1)C2=CC3=C(C=C2)N=CN=C3NC4=CC(=C(C=C4)OCC5=CC(=CC=C5)F)Cl. Cell line: SK-MEL-5. Synergy scores: CSS=9.14, Synergy_ZIP=-2.12, Synergy_Bliss=2.05, Synergy_Loewe=0.805, Synergy_HSA=1.22. (4) Drug 1: CC12CCC(CC1=CCC3C2CCC4(C3CC=C4C5=CN=CC=C5)C)O. Drug 2: CC1=CC2C(CCC3(C2CCC3(C(=O)C)OC(=O)C)C)C4(C1=CC(=O)CC4)C. Cell line: A549. Synergy scores: CSS=19.9, Synergy_ZIP=1.90, Synergy_Bliss=10.1, Synergy_Loewe=11.2, Synergy_HSA=11.5.